From a dataset of Reaction yield outcomes from USPTO patents with 853,638 reactions. Predict the reaction yield, written as a fraction of the theoretical maximum amount of product (1.0 means a 100% yield; for example, 0.34 means a 34% yield). (1) The reactants are [NH2:1][C:2]1[C:15]([Cl:16])=[CH:14][C:13]([Cl:17])=[CH:12][C:3]=1[C:4]([N:6]=[S:7]([CH2:10][CH3:11])[CH2:8][CH3:9])=[O:5].[Cl:18][C:19]1[C:20]([N:25]2[C:29]([C:30](Cl)=[O:31])=[CH:28][C:27]([C:33]([F:36])([F:35])[F:34])=[N:26]2)=[N:21][CH:22]=[CH:23][CH:24]=1. The catalyst is N1C=CC=CC=1. The product is [Cl:18][C:19]1[C:20]([N:25]2[C:29]([C:30]([NH:1][C:2]3[C:3]([C:4](=[O:5])[N:6]=[S:7]([CH2:8][CH3:9])[CH2:10][CH3:11])=[CH:12][C:13]([Cl:17])=[CH:14][C:15]=3[Cl:16])=[O:31])=[CH:28][C:27]([C:33]([F:36])([F:34])[F:35])=[N:26]2)=[N:21][CH:22]=[CH:23][CH:24]=1. The yield is 0.280. (2) The reactants are [NH2:1][C:2]1[C:3]([CH3:28])=[N:4][C:5]([O:9][CH2:10][C:11]([N:13]([CH:15]2[CH2:20][CH2:19][N:18]([CH2:21][C:22]3[CH:27]=[CH:26][CH:25]=[CH:24][CH:23]=3)[CH2:17][CH2:16]2)[CH3:14])=[O:12])=[N:6][C:7]=1[CH3:8].[CH3:29][S:30]([OH:33])(=[O:32])=[O:31]. The catalyst is CO. The product is [CH3:29][S:30]([OH:33])(=[O:32])=[O:31].[NH2:1][C:2]1[C:7]([CH3:8])=[N:6][C:5]([O:9][CH2:10][C:11]([N:13]([CH:15]2[CH2:20][CH2:19][N:18]([CH2:21][C:22]3[CH:23]=[CH:24][CH:25]=[CH:26][CH:27]=3)[CH2:17][CH2:16]2)[CH3:14])=[O:12])=[N:4][C:3]=1[CH3:28]. The yield is 0.920.